From a dataset of Reaction yield outcomes from USPTO patents with 853,638 reactions. Predict the reaction yield, written as a fraction of the theoretical maximum amount of product (1.0 means a 100% yield; for example, 0.34 means a 34% yield). (1) The reactants are Br[C:2]1[CH:3]=[CH:4][C:5]2[NH:6][C:7]3[C:12]([C:13]=2[CH:14]=1)=[CH:11][CH:10]=[CH:9][CH:8]=3.[C:15]1([N:21]2[C:33]3[CH:32]=[CH:31][C:30](B([O-])[O-])=[CH:29][C:28]=3[C:27]3[C:22]2=[CH:23][CH:24]=[CH:25][CH:26]=3)[CH:20]=[CH:19][CH:18]=[CH:17][CH:16]=1.C1(C)C=CC=CC=1P(C1C=CC=CC=1C)C1C=CC=CC=1C.COC(OC)(O)C.C(=O)([O-])[O-].[K+].[K+]. The catalyst is C1(C)C=CC=CC=1.C([O-])(=O)C.[Pd+2].C([O-])(=O)C. The product is [C:15]1([N:21]2[C:33]3[CH:32]=[CH:31][C:30]([C:2]4[CH:3]=[CH:4][C:5]5[NH:6][C:7]6[C:12]([C:13]=5[CH:14]=4)=[CH:11][CH:10]=[CH:9][CH:8]=6)=[CH:29][C:28]=3[C:27]3[C:22]2=[CH:23][CH:24]=[CH:25][CH:26]=3)[CH:20]=[CH:19][CH:18]=[CH:17][CH:16]=1. The yield is 0.800. (2) The reactants are [Cl:1][C:2]1[N:7]=[C:6]([N:8]2[CH2:13][CH2:12][O:11][CH2:10][CH:9]2[C:14]([NH:16][CH:17]2[CH2:19][CH2:18]2)=[O:15])[C:5](F)=[CH:4][N:3]=1.CN(C=O)C.C([O-])([O-])=O.[Cs+].[Cs+]. The catalyst is O. The product is [Cl:1][C:2]1[N:3]=[CH:4][C:5]2[N:16]([CH:17]3[CH2:19][CH2:18]3)[C:14](=[O:15])[CH:9]3[CH2:10][O:11][CH2:12][CH2:13][N:8]3[C:6]=2[N:7]=1. The yield is 0.399. (3) The reactants are [Br:1][C:2]1[N:3]=[C:4]([C:9]#[C:10][Si](C)(C)C)[C:5]([NH2:8])=[N:6][CH:7]=1.[H-].[Na+].[C:17]1([CH3:27])[CH:22]=[CH:21][C:20]([S:23](Cl)(=[O:25])=[O:24])=[CH:19][CH:18]=1. The catalyst is CN(C=O)C. The product is [Br:1][C:2]1[N:3]=[C:4]2[CH:9]=[CH:10][N:8]([S:23]([C:20]3[CH:21]=[CH:22][C:17]([CH3:27])=[CH:18][CH:19]=3)(=[O:25])=[O:24])[C:5]2=[N:6][CH:7]=1. The yield is 0.520. (4) The reactants are Br[C:2]1[N:3]([CH3:26])[N:4]=[C:5]2[C:10]=1[CH2:9][CH2:8][CH:7]1[CH:11]([CH3:19])[C:12]3([CH2:17][CH2:18][C:6]21[C:20]1[CH:25]=[CH:24][CH:23]=[CH:22][CH:21]=1)[O:16][CH2:15][CH2:14][O:13]3.[O-]P([O-])([O-])=O.[K+].[K+].[K+].[C:35]1(B(O)O)[CH:40]=[CH:39][CH:38]=[CH:37][CH:36]=1.N#N. The catalyst is C1C=CC([P]([Pd]([P](C2C=CC=CC=2)(C2C=CC=CC=2)C2C=CC=CC=2)([P](C2C=CC=CC=2)(C2C=CC=CC=2)C2C=CC=CC=2)[P](C2C=CC=CC=2)(C2C=CC=CC=2)C2C=CC=CC=2)(C2C=CC=CC=2)C2C=CC=CC=2)=CC=1.C(COC)OC. The product is [CH3:26][N:3]1[C:2]([C:35]2[CH:40]=[CH:39][CH:38]=[CH:37][CH:36]=2)=[C:10]2[C:5]([C:6]3([C:20]4[CH:25]=[CH:24][CH:23]=[CH:22][CH:21]=4)[CH2:18][CH2:17][C:12]4([O:13][CH2:14][CH2:15][O:16]4)[CH:11]([CH3:19])[CH:7]3[CH2:8][CH2:9]2)=[N:4]1. The yield is 0.780. (5) The reactants are [CH2:1]([N:8]1[CH2:13][CH2:12][NH:11][CH2:10][CH:9]1[C:14]1[N:19]=[C:18]([CH:20]2[CH2:25][NH:24][CH2:23][CH2:22][N:21]2[CH2:26][C:27]2[CH:32]=[CH:31][CH:30]=[CH:29][CH:28]=2)[CH:17]=[C:16]([NH:33]N)[N:15]=1)[C:2]1[CH:7]=[CH:6][CH:5]=[CH:4][CH:3]=1. The catalyst is CCOC(C)=O.[Ni]. The product is [CH2:1]([N:8]1[CH2:13][CH2:12][NH:11][CH2:10][CH:9]1[C:14]1[N:19]=[C:18]([CH:20]2[CH2:25][NH:24][CH2:23][CH2:22][N:21]2[CH2:26][C:27]2[CH:32]=[CH:31][CH:30]=[CH:29][CH:28]=2)[CH:17]=[C:16]([NH2:33])[N:15]=1)[C:2]1[CH:7]=[CH:6][CH:5]=[CH:4][CH:3]=1. The yield is 0.940.